From a dataset of Forward reaction prediction with 1.9M reactions from USPTO patents (1976-2016). Predict the product of the given reaction. (1) Given the reactants [Br:1][C:2]1[CH:7]=[CH:6][C:5]([CH:8]=[CH:9][C:10]2[CH:15]=[CH:14][CH:13]=[CH:12][CH:11]=2)=[CH:4][CH:3]=1.[Br-].BrC1C=CC(C[P+](C2C=CC=CC=2)(C2C=CC=CC=2)C2C=CC=CC=2)=CC=1.C(=O)C1C=CC=CC=1.CC(C)([O-])C.[K+], predict the reaction product. The product is: [Br:1][C:2]1[CH:3]=[CH:4][C:5](/[CH:8]=[CH:9]/[C:10]2[CH:11]=[CH:12][CH:13]=[CH:14][CH:15]=2)=[CH:6][CH:7]=1. (2) The product is: [Cl:1][C:2]1[CH:6]=[CH:5][N:4]2[C:3]=1[C:16](=[O:18])[CH:9]([C:10]([O:12][CH2:13][CH3:14])=[O:11])[C:8](=[O:15])[NH:7]2. Given the reactants [Cl:1][C:2]1[CH:6]=[CH:5][N:4]([NH:7][C:8](=[O:15])[CH2:9][C:10]([O:12][CH2:13][CH3:14])=[O:11])[C:3]=1[C:16]([O:18]C)=O.CC([O-])(C)C.[K+], predict the reaction product. (3) Given the reactants [F:1][C:2]1[CH:7]=[CH:6][C:5](/[CH:8]=[CH:9]\[C@H:10]([C@@H:12]2[N:16]([CH3:17])[C:15](=[O:18])[CH2:14][C@@H:13]2[C:19]2[CH:24]=[CH:23][CH:22]=[CH:21][CH:20]=2)[OH:11])=[CH:4][CH:3]=1.CC(N=NC(C#N)(C)C)(C#N)C.C1(S)C=CC=CC=1, predict the reaction product. The product is: [F:1][C:2]1[CH:3]=[CH:4][C:5](/[CH:8]=[CH:9]/[C@H:10]([C@@H:12]2[N:16]([CH3:17])[C:15](=[O:18])[CH2:14][C@@H:13]2[C:19]2[CH:20]=[CH:21][CH:22]=[CH:23][CH:24]=2)[OH:11])=[CH:6][CH:7]=1.